Dataset: Full USPTO retrosynthesis dataset with 1.9M reactions from patents (1976-2016). Task: Predict the reactants needed to synthesize the given product. (1) Given the product [C:1]([C:3]([C:9]1[CH:10]=[C:11]([CH:15]=[CH:16][CH:17]=1)[C:12]([NH:29][C:30]1[CH:31]=[CH:32][C:33]([O:52][CH3:53])=[C:34]([O:35][C:36]2[CH:37]=[CH:38][C:39]3[N:40]([CH:42]=[C:43]([NH:45][C:46]([CH:48]4[CH2:50][CH2:49]4)=[O:47])[N:44]=3)[N:41]=2)[CH:51]=1)=[O:14])([CH3:8])[CH2:4][CH:5]1[CH2:6][CH2:7]1)#[N:2], predict the reactants needed to synthesize it. The reactants are: [C:1]([C:3]([C:9]1[CH:10]=[C:11]([CH:15]=[CH:16][CH:17]=1)[C:12]([OH:14])=O)([CH3:8])[CH2:4][CH:5]1[CH2:7][CH2:6]1)#[N:2].C(Cl)(=O)C(Cl)=O.O1CCCC1.[NH2:29][C:30]1[CH:31]=[CH:32][C:33]([O:52][CH3:53])=[C:34]([CH:51]=1)[O:35][C:36]1[CH:37]=[CH:38][C:39]2[N:40]([CH:42]=[C:43]([NH:45][C:46]([CH:48]3[CH2:50][CH2:49]3)=[O:47])[N:44]=2)[N:41]=1. (2) Given the product [Cl:8][C:6]1[CH:7]=[C:2]([C:20]2[CH:21]=[N:22][C:17]([O:16][CH:10]3[CH2:15][CH2:14][CH2:13][CH2:12][CH2:11]3)=[CH:18][CH:19]=2)[C:3]([NH2:9])=[N:4][CH:5]=1, predict the reactants needed to synthesize it. The reactants are: Br[C:2]1[C:3]([NH2:9])=[N:4][CH:5]=[C:6]([Cl:8])[CH:7]=1.[CH:10]1([O:16][C:17]2[N:22]=[CH:21][C:20](B(O)O)=[CH:19][CH:18]=2)[CH2:15][CH2:14][CH2:13][CH2:12][CH2:11]1.C(=O)([O-])[O-].[Na+].[Na+].CCOC(C)=O. (3) Given the product [NH2:39][C:37](=[O:38])[CH2:36][CH2:35][NH:34][C:16]([C@@H:9]1[CH2:10][C:11](=[N:13][O:14][CH3:15])[CH2:12][N:8]1[C:6]([C:31]1[CH:30]=[CH:29][C:28]([C:19]2[CH:24]=[CH:23][CH:22]=[CH:21][CH:20]=2)=[CH:33][CH:32]=1)=[O:7])=[O:18], predict the reactants needed to synthesize it. The reactants are: C(O[C:6]([N:8]1[CH2:12][C:11](=[N:13][O:14][CH3:15])[CH2:10][C@H:9]1[C:16]([OH:18])=O)=[O:7])(C)(C)C.[C:19]1([C:28]2[CH:33]=[CH:32][CH:31]=[CH:30][CH:29]=2)[C:20](C(Cl)=O)=[CH:21][CH:22]=[CH:23][CH:24]=1.[NH2:34][CH2:35][CH2:36][C:37]([NH2:39])=[O:38]. (4) Given the product [NH2:33][C:4]1[N:3]=[C:2]([CH3:1])[C:7]([C:8]#[N:9])=[C:6]([NH:10][C@H:11]([C:13]2[N:18]=[C:17]3[CH:19]=[CH:20][N:21]([CH3:22])[C:16]3=[CH:15][C:14]=2[N:23]2[CH2:28][CH2:27][O:26][CH2:25][CH2:24]2)[CH3:12])[N:5]=1, predict the reactants needed to synthesize it. The reactants are: [CH3:1][C:2]1[C:7]([C:8]#[N:9])=[C:6]([NH:10][C@H:11]([C:13]2[N:18]=[C:17]3[CH:19]=[CH:20][N:21]([CH3:22])[C:16]3=[CH:15][C:14]=2[N:23]2[CH2:28][CH2:27][O:26][CH2:25][CH2:24]2)[CH3:12])[N:5]=[C:4](S(C)(=O)=O)[N:3]=1.[NH3:33]. (5) Given the product [Cl:1][C:2]1[CH:7]=[CH:6][CH:5]=[CH:4][C:3]=1[C@H:8]([O:10][C:11](=[O:34])[NH:12][C:13]1[C:14]([CH3:33])=[N:15][O:16][C:17]=1[C:18]1[CH:23]=[CH:22][C:21]([C:24]2[CH:25]=[CH:26][C:27]([CH2:30][C:31]3[N:35]=[N:36][NH:37][N:32]=3)=[CH:28][CH:29]=2)=[CH:20][CH:19]=1)[CH3:9], predict the reactants needed to synthesize it. The reactants are: [Cl:1][C:2]1[CH:7]=[CH:6][CH:5]=[CH:4][C:3]=1[C@H:8]([O:10][C:11](=[O:34])[NH:12][C:13]1[C:14]([CH3:33])=[N:15][O:16][C:17]=1[C:18]1[CH:23]=[CH:22][C:21]([C:24]2[CH:29]=[CH:28][C:27]([CH2:30][C:31]#[N:32])=[CH:26][CH:25]=2)=[CH:20][CH:19]=1)[CH3:9].[N:35]([Si](C)(C)C)=[N+:36]=[N-:37]. (6) Given the product [O:4]1[CH2:5][CH:6]([C:8]2[C:16]3[S:15][C:14]([NH:17][C:21]([N:35]4[CH2:36][CH2:37][C:32]([CH2:31][OH:30])([CH3:38])[CH2:33][CH2:34]4)=[O:22])=[N:13][C:12]=3[C:11]([O:18][CH3:19])=[CH:10][CH:9]=2)[CH2:7][O:1][CH2:2][CH2:3]1, predict the reactants needed to synthesize it. The reactants are: [O:1]1[CH2:7][CH:6]([C:8]2[C:16]3[S:15][C:14]([NH2:17])=[N:13][C:12]=3[C:11]([O:18][CH3:19])=[CH:10][CH:9]=2)[CH2:5][O:4][CH2:3][CH2:2]1.Cl[C:21](OC1C=CC=CC=1)=[O:22].[OH:30][CH2:31][C:32]1([CH3:38])[CH2:37][CH2:36][NH:35][CH2:34][CH2:33]1.